Dataset: Forward reaction prediction with 1.9M reactions from USPTO patents (1976-2016). Task: Predict the product of the given reaction. (1) Given the reactants FC(F)(F)C(O)=O.C1(SCC([O:18][C:19]2[CH:24]=[CH:23][C:22]([N:25]([C:77]3[CH:82]=[CH:81][CH:80]=[CH:79][CH:78]=3)[C:26]([C:28]3[C:36]4[C:31](=[CH:32][CH:33]=[CH:34][CH:35]=4)[N:30]([C:37]4[CH:42]=[C:41]([O:43][CH3:44])[C:40]([NH:45][C:46](=[O:55])[CH2:47][S:48][C:49]5[CH:54]=[CH:53][CH:52]=[CH:51][CH:50]=5)=[CH:39][C:38]=4[C:56]([N:58]4[C@H:67]([CH2:68][NH:69]C(OC(C)(C)C)=O)[CH2:66][C:65]5[C:60](=[CH:61][CH:62]=[CH:63][CH:64]=5)[CH2:59]4)=[O:57])[CH:29]=3)=[O:27])=[CH:21][CH:20]=2)=O)C=CC=CC=1.[OH-].[Na+], predict the reaction product. The product is: [NH2:69][CH2:68][C@@H:67]1[CH2:66][C:65]2[C:60](=[CH:61][CH:62]=[CH:63][CH:64]=2)[CH2:59][N:58]1[C:56]([C:38]1[CH:39]=[C:40]([NH:45][C:46](=[O:55])[CH2:47][S:48][C:49]2[CH:50]=[CH:51][CH:52]=[CH:53][CH:54]=2)[C:41]([O:43][CH3:44])=[CH:42][C:37]=1[N:30]1[C:31]2[C:36](=[CH:35][CH:34]=[CH:33][CH:32]=2)[C:28]([C:26]([N:25]([C:22]2[CH:21]=[CH:20][C:19]([OH:18])=[CH:24][CH:23]=2)[C:77]2[CH:78]=[CH:79][CH:80]=[CH:81][CH:82]=2)=[O:27])=[CH:29]1)=[O:57]. (2) Given the reactants [N:1]1[CH:6]=[CH:5][C:4]([CH:7]=[CH:8][C:9]2[C:10]([O:29][CH3:30])=[CH:11][C:12]([O:27][CH3:28])=[C:13]([C:15]3[N:19]([C:20]4[CH:25]=[CH:24][CH:23]=[CH:22][C:21]=4[Cl:26])[N:18]=[CH:17][CH:16]=3)[CH:14]=2)=[CH:3][CH:2]=1, predict the reaction product. The product is: [N:1]1[CH:2]=[CH:3][C:4]([CH2:7][CH2:8][C:9]2[C:10]([O:29][CH3:30])=[CH:11][C:12]([O:27][CH3:28])=[C:13]([C:15]3[N:19]([C:20]4[CH:25]=[CH:24][CH:23]=[CH:22][C:21]=4[Cl:26])[N:18]=[CH:17][CH:16]=3)[CH:14]=2)=[CH:5][CH:6]=1. (3) Given the reactants [F:1][CH:2]([F:19])[CH2:3][N:4]1[CH2:9][CH2:8][CH:7]([C:10]2[CH:15]=[CH:14][C:13]([N+:16]([O-])=O)=[CH:12][CH:11]=2)[CH2:6][CH2:5]1, predict the reaction product. The product is: [F:19][CH:2]([F:1])[CH2:3][N:4]1[CH2:9][CH2:8][CH:7]([C:10]2[CH:11]=[CH:12][C:13]([NH2:16])=[CH:14][CH:15]=2)[CH2:6][CH2:5]1. (4) Given the reactants [CH3:1][O:2][C:3]1[CH:8]=[C:7]([CH2:9][CH2:10][C@@H:11]2[N:16](C(OC(C)(C)C)=O)[CH2:15][C@@H:14]([C:24]([O:26][CH3:27])=[O:25])[CH2:13][CH2:12]2)[C:6]([C:28]([O:30][CH3:31])=[O:29])=[CH:5][N:4]=1.C(O)(C(F)(F)F)=O, predict the reaction product. The product is: [CH3:1][O:2][C:3]1[N:4]=[CH:5][C:6]([C:28]([O:30][CH3:31])=[O:29])=[C:7]([CH2:9][CH2:10][C@H:11]2[CH2:12][CH2:13][C@H:14]([C:24]([O:26][CH3:27])=[O:25])[CH2:15][NH:16]2)[CH:8]=1. (5) Given the reactants [H-].[Al+3].[Li+].[H-].[H-].[H-].C[O:8][C:9]([C:11]1[CH:12]=[C:13]2[C:17](=[CH:18][CH:19]=1)[NH:16][C:15]([CH2:20][CH2:21][O:22][CH:23]1[CH2:28][CH2:27][CH2:26][CH2:25][O:24]1)=[CH:14]2)=O.O.[Cl-].[NH4+], predict the reaction product. The product is: [O:24]1[CH2:25][CH2:26][CH2:27][CH2:28][CH:23]1[O:22][CH2:21][CH2:20][C:15]1[NH:16][C:17]2[C:13]([CH:14]=1)=[CH:12][C:11]([CH2:9][OH:8])=[CH:19][CH:18]=2.